This data is from Catalyst prediction with 721,799 reactions and 888 catalyst types from USPTO. The task is: Predict which catalyst facilitates the given reaction. (1) Reactant: [NH2:1][C@@H:2]([CH2:6][CH2:7][C:8]([NH:10][C@H:11]([C:14]([NH:16][CH2:17][C:18]([OH:20])=[O:19])=[O:15])[CH2:12][SH:13])=[O:9])[C:3]([OH:5])=[O:4].[N:21]([O-])=[O:22].[Na+]. Product: [CH2:6]([C@H:2]([NH2:1])[C:3]([OH:5])=[O:4])[CH2:7][C:8]([NH:10][C@H:11]([C:14]([NH:16][CH2:17][C:18]([OH:20])=[O:19])=[O:15])[CH2:12][S:13][N:21]=[O:22])=[O:9]. The catalyst class is: 33. (2) Reactant: [F:1][C:2]1[CH:7]=[CH:6][C:5]([C:8]2[N:12]=[C:11]([C:13]3[CH:18]=[CH:17][C:16]([F:19])=[CH:15][CH:14]=3)[N:10]([CH2:20][C:21]([N:23]3[CH2:28][CH2:27][N:26]([C:29]4[CH:34]=[C:33](Cl)[N:32]=[CH:31][N:30]=4)[CH2:25][CH2:24]3)=[O:22])[N:9]=2)=[CH:4][CH:3]=1.[CH2:36]([OH:39])[CH2:37][OH:38].C(=O)([O-])[O-].[K+].[K+]. Product: [F:1][C:2]1[CH:7]=[CH:6][C:5]([C:8]2[N:12]=[C:11]([C:13]3[CH:18]=[CH:17][C:16]([F:19])=[CH:15][CH:14]=3)[N:10]([CH2:20][C:21]([N:23]3[CH2:28][CH2:27][N:26]([C:29]4[CH:34]=[C:33]([O:38][CH2:37][CH2:36][OH:39])[N:32]=[CH:31][N:30]=4)[CH2:25][CH2:24]3)=[O:22])[N:9]=2)=[CH:4][CH:3]=1. The catalyst class is: 8. (3) Reactant: [Cl:1][C:2]1[C:3]([N:17]2[CH2:22][CH2:21][CH:20]([C:23]([OH:25])=O)[CH2:19][CH2:18]2)=[N:4][CH:5]=[C:6]([C:10]2[O:11][C:12]([CH2:15][CH3:16])=[CH:13][N:14]=2)[C:7]=1[NH:8][CH3:9].CCN=C=NCCCN(C)C.C1C=CC2N(O)N=NC=2C=1.[Cl:47][C:48]1[S:52][C:51]([S:53]([NH2:56])(=[O:55])=[O:54])=[CH:50][CH:49]=1. Product: [Cl:1][C:2]1[C:3]([N:17]2[CH2:18][CH2:19][CH:20]([C:23]([NH:56][S:53]([C:51]3[S:52][C:48]([Cl:47])=[CH:49][CH:50]=3)(=[O:55])=[O:54])=[O:25])[CH2:21][CH2:22]2)=[N:4][CH:5]=[C:6]([C:10]2[O:11][C:12]([CH2:15][CH3:16])=[CH:13][N:14]=2)[C:7]=1[NH:8][CH3:9]. The catalyst class is: 91. (4) Reactant: [NH2:1][C:2]1[CH:7]=[CH:6][CH:5]=[CH:4][CH:3]=1.[CH2:8]=[O:9].O[C:11]1C=CC(C2C=CC(O)=CC=2)=CC=1. Product: [O:9]1[C:8]2[CH:11]=[CH:3][CH:4]=[CH:5][C:6]=2[CH:7]=[CH:2][NH:1]1. The catalyst class is: 12. (5) Reactant: O=[C:2]([C:6]1[CH:7]=[N:8][CH:9]=[CH:10][CH:11]=1)[CH2:3][C:4]#[N:5].[N+:12]([C:15]1[CH:20]=[CH:19][C:18]([NH:21][NH2:22])=[CH:17][CH:16]=1)([O-:14])=[O:13].Cl. Product: [N+:12]([C:15]1[CH:16]=[CH:17][C:18]([N:21]2[C:4]([NH2:5])=[CH:3][C:2]([C:6]3[CH:7]=[N:8][CH:9]=[CH:10][CH:11]=3)=[N:22]2)=[CH:19][CH:20]=1)([O-:14])=[O:13]. The catalyst class is: 714. (6) Reactant: [CH2:1]([C:4]1([OH:10])[CH2:9][CH2:8][O:7][CH2:6][CH2:5]1)[CH:2]=C.N1C(C)=CC=CC=1C.I([O-])(=O)(=O)=[O:20].[Na+].C([O-])(O)=O.[Na+]. Product: [OH:10][C:4]1([CH2:1][CH:2]=[O:20])[CH2:9][CH2:8][O:7][CH2:6][CH2:5]1. The catalyst class is: 785. (7) Reactant: [NH2:1][CH:2]([CH2:21][C:22]1[CH:27]=[CH:26][C:25]([O:28][C:29]([CH3:32])([CH3:31])[CH3:30])=[CH:24][CH:23]=1)[C:3]([N:5]([CH2:14][C:15]1[CH:20]=[CH:19][CH:18]=[CH:17][CH:16]=1)[CH2:6][CH:7]([O:11][CH2:12][CH3:13])[O:8][CH2:9][CH3:10])=[O:4].[CH2:33]([NH:40][C:41](=[O:51])[NH:42][C@H:43]([CH2:48][CH:49]=[CH2:50])[CH2:44][C:45](O)=[O:46])[C:34]1[CH:39]=[CH:38][CH:37]=[CH:36][CH:35]=1.CCN=C=NCCCN(C)C.C1C=CC2N(O)N=NC=2C=1.CCN(C(C)C)C(C)C. Product: [CH2:14]([N:5]([CH2:6][CH:7]([O:11][CH2:12][CH3:13])[O:8][CH2:9][CH3:10])[C:3]([CH:2]([NH:1][C:45](=[O:46])[CH2:44][CH:43]([NH:42][C:41]([NH:40][CH2:33][C:34]1[CH:39]=[CH:38][CH:37]=[CH:36][CH:35]=1)=[O:51])[CH2:48][CH:49]=[CH2:50])[CH2:21][C:22]1[CH:23]=[CH:24][C:25]([O:28][C:29]([CH3:30])([CH3:32])[CH3:31])=[CH:26][CH:27]=1)=[O:4])[C:15]1[CH:16]=[CH:17][CH:18]=[CH:19][CH:20]=1. The catalyst class is: 91.